Task: Regression. Given a peptide amino acid sequence and an MHC pseudo amino acid sequence, predict their binding affinity value. This is MHC class II binding data.. Dataset: Peptide-MHC class II binding affinity with 134,281 pairs from IEDB The peptide sequence is CGRRHSVRIRVRSGG. The MHC is HLA-DPA10103-DPB10401 with pseudo-sequence HLA-DPA10103-DPB10401. The binding affinity (normalized) is 0.0627.